This data is from Full USPTO retrosynthesis dataset with 1.9M reactions from patents (1976-2016). The task is: Predict the reactants needed to synthesize the given product. (1) Given the product [Cl:1][C:2]1[CH:24]=[CH:23][C:5]([CH2:6][NH:7][C:8]([C:10]2[C:11](=[O:22])[C:12]3[CH:19]=[C:18]([CH2:20][N:34]([CH2:33][CH:32]([C:29]4[CH:28]=[CH:27][C:26]([F:25])=[CH:31][CH:30]=4)[OH:36])[CH3:35])[O:17][C:13]=3[N:14]([CH3:16])[CH:15]=2)=[O:9])=[CH:4][CH:3]=1, predict the reactants needed to synthesize it. The reactants are: [Cl:1][C:2]1[CH:24]=[CH:23][C:5]([CH2:6][NH:7][C:8]([C:10]2[C:11](=[O:22])[C:12]3[CH:19]=[C:18]([CH2:20]Cl)[O:17][C:13]=3[N:14]([CH3:16])[CH:15]=2)=[O:9])=[CH:4][CH:3]=1.[F:25][C:26]1[CH:31]=[CH:30][C:29]([CH:32]([OH:36])[CH2:33][NH:34][CH3:35])=[CH:28][CH:27]=1. (2) Given the product [CH2:33]([O:32][CH2:31][C@H:14]([NH:13][C:10](=[O:12])[CH2:9][N:4]1[CH2:5][C:6](=[O:8])[NH:7][C:3]1=[O:2])[C:15]([NH:17][C:18]1[CH:19]=[CH:20][C:21]([O:24][C:25]2[CH:26]=[CH:27][CH:28]=[CH:29][CH:30]=2)=[CH:22][CH:23]=1)=[O:16])[C:34]1[CH:39]=[CH:38][CH:37]=[CH:36][CH:35]=1, predict the reactants needed to synthesize it. The reactants are: Cl.[O:2]=[C:3]1[NH:7][C:6](=[O:8])[CH2:5][N:4]1[CH2:9][C:10]([OH:12])=O.[NH2:13][C@@H:14]([CH2:31][O:32][CH2:33][C:34]1[CH:39]=[CH:38][CH:37]=[CH:36][CH:35]=1)[C:15]([NH:17][C:18]1[CH:23]=[CH:22][C:21]([O:24][C:25]2[CH:30]=[CH:29][CH:28]=[CH:27][CH:26]=2)=[CH:20][CH:19]=1)=[O:16]. (3) Given the product [CH:1]1([C:4]2[N:8]([C:9]3[N:10]=[CH:11][C:12]([NH:15][C:16]([C:17]4[C:18]([CH3:19])=[N:35][CH:23]=[N:22][CH:21]=4)=[O:25])=[CH:13][N:14]=3)[N:7]=[C:6]([C:26]([F:27])([F:28])[F:29])[CH:5]=2)[CH2:2][CH2:3]1, predict the reactants needed to synthesize it. The reactants are: [CH:1]1([C:4]2[N:8]([C:9]3[N:14]=[CH:13][C:12]([NH:15][C:16](=[O:25])[C:17](=[CH:21][N:22](C)[CH3:23])[C:18](=O)[CH3:19])=[CH:11][N:10]=3)[N:7]=[C:6]([C:26]([F:29])([F:28])[F:27])[CH:5]=2)[CH2:3][CH2:2]1.C(O)(=O)C.C(N)=[NH:35].CC[O-].[Na+]. (4) Given the product [Br:3][C:4]1[CH:12]=[C:11]2[C:7]([CH:8]=[CH:9][N:10]2[CH3:13])=[CH:6][CH:5]=1, predict the reactants needed to synthesize it. The reactants are: [H-].[Na+].[Br:3][C:4]1[CH:12]=[C:11]2[C:7]([CH:8]=[CH:9][NH:10]2)=[CH:6][CH:5]=1.[CH3:13]I. (5) Given the product [CH:18]1([C:24]([NH:1][C:2]2[CH:10]=[C:6]([C:7]([OH:9])=[O:8])[C:5]([OH:11])=[CH:4][CH:3]=2)=[O:25])[CH2:23][CH2:22][CH2:21][CH2:20][CH2:19]1, predict the reactants needed to synthesize it. The reactants are: [NH2:1][C:2]1[CH:10]=[C:6]([C:7]([OH:9])=[O:8])[C:5]([OH:11])=[CH:4][CH:3]=1.C([O-])([O-])=O.[K+].[K+].[CH:18]1([C:24](Cl)=[O:25])[CH2:23][CH2:22][CH2:21][CH2:20][CH2:19]1. (6) Given the product [CH3:16][O:15][C:10]1[CH:11]=[C:12]2[C:7](=[CH:8][CH:9]=1)[C:6](=[O:17])[CH:5]([CH2:1][CH2:2]/[CH:3]=[CH:4]/[CH:18]=[O:22])[CH2:14][CH2:13]2, predict the reactants needed to synthesize it. The reactants are: [CH2:1]([CH:5]1[CH2:14][CH2:13][C:12]2[C:7](=[CH:8][CH:9]=[C:10]([O:15][CH3:16])[CH:11]=2)[C:6]1=[O:17])[CH2:2][CH:3]=[CH2:4].[CH:18](=[O:22])/C=C/C. (7) Given the product [Cl:5][C:6]1[CH:7]=[C:8](/[CH:3]=[CH:2]\[C:1]#[N:4])[CH:9]=[C:10]([O:12][C:13]2[CH:18]=[CH:17][CH:16]=[CH:15][C:14]=2[O:19][CH3:20])[CH:11]=1.[Cl:5][C:6]1[CH:7]=[C:8](/[CH:3]=[CH:2]/[C:1]#[N:4])[CH:9]=[C:10]([O:12][C:13]2[CH:18]=[CH:17][CH:16]=[CH:15][C:14]=2[O:19][CH3:20])[CH:11]=1, predict the reactants needed to synthesize it. The reactants are: [C:1](#[N:4])[CH:2]=[CH2:3].[Cl:5][C:6]1[CH:11]=[C:10]([O:12][C:13]2[CH:18]=[CH:17][CH:16]=[CH:15][C:14]=2[O:19][CH3:20])[CH:9]=[C:8](I)[CH:7]=1.CCN(CC)CC. (8) Given the product [S:19]1[CH2:20][CH2:21][N:22]=[C:18]1[NH:8][N:9]([C:10]1[CH:15]=[CH:14][CH:13]=[C:12]([CH3:16])[C:11]=1[CH3:17])[CH2:36][CH:35]=[C:34]([CH3:38])[CH3:33], predict the reactants needed to synthesize it. The reactants are: C(OC([N:8]([C:18]1[S:19][CH2:20][CH2:21][N:22]=1)[NH:9][C:10]1[CH:15]=[CH:14][CH:13]=[C:12]([CH3:16])[C:11]=1[CH3:17])=O)(C)(C)C.C[Si](C)(C)N[Si](C)(C)C.[Li].[CH3:33][C:34]([CH3:38])=[CH:35][CH2:36]Br.FC(F)(F)C(O)=O. (9) Given the product [Cl:23][C:18]1[CH:19]=[CH:20][CH:21]=[CH:22][C:17]=1[C:13]1[CH:14]=[CH:15][CH:16]=[C:11]([N:9]2[CH:10]=[C:6]([C:4]([C:26]3[CH:31]=[C:30]([CH3:32])[CH:29]=[CH:28][N:27]=3)=[O:5])[N:7]=[CH:8]2)[CH:12]=1, predict the reactants needed to synthesize it. The reactants are: CON(C)[C:4]([C:6]1[N:7]=[CH:8][N:9]([C:11]2[CH:12]=[C:13]([C:17]3[CH:22]=[CH:21][CH:20]=[CH:19][C:18]=3[Cl:23])[CH:14]=[CH:15][CH:16]=2)[CH:10]=1)=[O:5].Br[C:26]1[CH:31]=[C:30]([CH3:32])[CH:29]=[CH:28][N:27]=1. (10) Given the product [OH:21][CH2:22][C:23]1[C:10]2[O:9][CH:13]=[CH:12][C:11]=2[C:14](=[O:16])[O:15][CH:24]=1, predict the reactants needed to synthesize it. The reactants are: C(NC(C)C)(C)C.[Li].[O:9]1[CH:13]=[CH:12][C:11]([C:14]([OH:16])=[O:15])=[CH:10]1.C([Si](C(C)C)(C(C)C)[O:21][CH2:22][C:23](=O)[CH2:24]O[Si](C(C)C)(C(C)C)C(C)C)(C)C.Cl.